Predict the product of the given reaction. From a dataset of Forward reaction prediction with 1.9M reactions from USPTO patents (1976-2016). (1) Given the reactants [OH-:1].[K+].[C:3](=[O:6])([O-:5])[O-].[Na+].[Na+].Cl.[NH2:10][C:11]([NH2:13])=[NH:12].[C:25]([O:24][C:22](O[C:22]([O:24][C:25]([CH3:28])([CH3:27])[CH3:26])=[O:23])=[O:23])([CH3:28])([CH3:27])[CH3:26], predict the reaction product. The product is: [C:22]([NH:12][C:11]([NH:13][C:22]([O:24][C:25]([CH3:26])([CH3:27])[CH3:28])=[O:23])=[N:10][C:3]([O:5][C:25]([CH3:28])([CH3:27])[CH3:26])=[O:6])([O:24][C:25]([CH3:28])([CH3:27])[CH3:26])=[O:1]. (2) Given the reactants [CH2:1]([N:8]([CH2:19][C:20]1[CH:25]=[CH:24][CH:23]=[CH:22][CH:21]=1)[CH2:9][CH:10]([F:18])[C@@:11]([CH3:17])([OH:16])[C:12]([F:15])([F:14])[F:13])[C:2]1[CH:7]=[CH:6][CH:5]=[CH:4][CH:3]=1.[CH:26]1(C(=O)[C@H](F)CN(CC2C=CC=CC=2)CC2C=CC=CC=2)C[CH2:27]1, predict the reaction product. The product is: [CH:17]1([C:11]([OH:16])([C@H:10]([F:18])[CH2:9][N:8]([CH2:1][C:2]2[CH:7]=[CH:6][CH:5]=[CH:4][CH:3]=2)[CH2:19][C:20]2[CH:21]=[CH:22][CH:23]=[CH:24][CH:25]=2)[C:12]([F:15])([F:13])[F:14])[CH2:27][CH2:26]1.